From a dataset of Full USPTO retrosynthesis dataset with 1.9M reactions from patents (1976-2016). Predict the reactants needed to synthesize the given product. (1) The reactants are: [Si:1]([O:8][CH2:9][C:10]1[N:11]=[CH:12][S:13][CH:14]=1)([C:4]([CH3:7])([CH3:6])[CH3:5])([CH3:3])[CH3:2].[Li]CCCC.[I:20]I. Given the product [Si:1]([O:8][CH2:9][C:10]1[N:11]=[C:12]([I:20])[S:13][CH:14]=1)([C:4]([CH3:7])([CH3:5])[CH3:6])([CH3:2])[CH3:3], predict the reactants needed to synthesize it. (2) Given the product [O:20]1[C:24]2[CH:25]=[CH:26][C:27]([CH2:29][NH:30][C:8]3[C:9](=[O:10])[N:5]([CH2:1][CH2:2][CH2:3][CH3:4])[S:6](=[O:19])(=[O:18])[C:7]=3[C:12]3[CH:17]=[CH:16][CH:15]=[CH:14][CH:13]=3)=[CH:28][C:23]=2[O:22][CH2:21]1, predict the reactants needed to synthesize it. The reactants are: [CH2:1]([N:5]1[C:9](=[O:10])[C:8](Cl)=[C:7]([C:12]2[CH:17]=[CH:16][CH:15]=[CH:14][CH:13]=2)[S:6]1(=[O:19])=[O:18])[CH2:2][CH2:3][CH3:4].[O:20]1[C:24]2[CH:25]=[CH:26][C:27]([CH2:29][NH2:30])=[CH:28][C:23]=2[O:22][CH2:21]1. (3) Given the product [CH3:5][O:4][C:2](=[O:3])[NH:6][CH2:7][C@@H:8]1[O:12][C:11](=[O:13])[N:10]([C:14]2[CH:15]=[C:16]3[C:20](=[CH:21][CH:22]=2)[N:19]([CH:23]([CH3:26])[CH2:24][F:25])[C:18](=[O:27])[CH2:17]3)[CH2:9]1, predict the reactants needed to synthesize it. The reactants are: Cl[C:2]([O:4][CH3:5])=[O:3].[NH2:6][CH2:7][CH:8]1[O:12][C:11](=[O:13])[N:10]([C:14]2[CH:15]=[C:16]3[C:20](=[CH:21][CH:22]=2)[N:19]([C@H:23]([CH3:26])[CH2:24][F:25])[C:18](=[O:27])[CH2:17]3)[CH2:9]1.C(N(C(C)C)CC)(C)C. (4) The reactants are: Cl.[NH:2]1[CH2:6][CH2:5][C@@H:4]([NH:7][C:8]([C:10]2[C:14]3[N:15]=[CH:16][N:17]=[C:18]([C:19]4[CH:24]=[C:23]([F:25])[C:22]([O:26][CH3:27])=[CH:21][C:20]=4[O:28][CH2:29][CH:30]4[CH2:32][CH2:31]4)[C:13]=3[NH:12][CH:11]=2)=[O:9])[CH2:3]1.[C:33](Cl)(=[O:36])[CH2:34][CH3:35]. Given the product [C:33]([N:2]1[CH2:6][CH2:5][C@@H:4]([NH:7][C:8]([C:10]2[C:14]3[N:15]=[CH:16][N:17]=[C:18]([C:19]4[CH:24]=[C:23]([F:25])[C:22]([O:26][CH3:27])=[CH:21][C:20]=4[O:28][CH2:29][CH:30]4[CH2:31][CH2:32]4)[C:13]=3[NH:12][CH:11]=2)=[O:9])[CH2:3]1)(=[O:36])[CH2:34][CH3:35], predict the reactants needed to synthesize it. (5) Given the product [F:1][C:2]1[CH:3]=[C:4]([C:40]([CH3:44])([CH3:43])[C:41]#[N:42])[CH:5]=[C:6]2[C:11]=1[C:10](=[O:12])[N:9]([C:13]1[C:18]([CH2:19][OH:20])=[C:17]([C:21]3[CH:26]=[C:25]([NH:27][C:28]4[CH:37]=[C:31]5[CH2:32][N:33]([CH3:36])[CH2:34][CH2:35][N:30]5[N:29]=4)[C:24](=[O:38])[N:23]([CH3:39])[N:22]=3)[CH:16]=[CH:15][N:14]=1)[CH:8]=[CH:7]2, predict the reactants needed to synthesize it. The reactants are: [F:1][C:2]1[CH:3]=[C:4]([C:40]([CH3:44])([CH3:43])[C:41]#[N:42])[CH:5]=[C:6]2[C:11]=1[C:10](=[O:12])[N:9]([C:13]1[C:18]([CH:19]=[O:20])=[C:17]([C:21]3[CH:26]=[C:25]([NH:27][C:28]4[CH:37]=[C:31]5[CH2:32][N:33]([CH3:36])[CH2:34][CH2:35][N:30]5[N:29]=4)[C:24](=[O:38])[N:23]([CH3:39])[N:22]=3)[CH:16]=[CH:15][N:14]=1)[CH:8]=[CH:7]2.C(Cl)Cl.[BH4-].[Na+].